Dataset: Reaction yield outcomes from USPTO patents with 853,638 reactions. Task: Predict the reaction yield, written as a fraction of the theoretical maximum amount of product (1.0 means a 100% yield; for example, 0.34 means a 34% yield). (1) The reactants are [H-].[Na+].[C:3](=[O:8])([O:6][CH3:7])OC.[F:9][C:10]1[CH:11]=[C:12]2[C:17](=[CH:18][C:19]=1[O:20][CH3:21])[C:16](=[O:22])[CH2:15][CH2:14][CH2:13]2.C(O)(=O)C. The catalyst is O1CCCC1.O. The product is [F:9][C:10]1[CH:11]=[C:12]2[C:17](=[CH:18][C:19]=1[O:20][CH3:21])[C:16](=[O:22])[CH:15]([C:3]([O:6][CH3:7])=[O:8])[CH2:14][CH2:13]2. The yield is 0.480. (2) The reactants are C([NH:4][C:5]1(C(OCC)=O)[CH2:14][C:13]2[C:8](=[CH:9][CH:10]=[CH:11][CH:12]=2)[NH:7][C:6]1=[O:15])(=O)C. The catalyst is Cl. The product is [NH2:4][CH:5]1[CH2:14][C:13]2[C:8](=[CH:9][CH:10]=[CH:11][CH:12]=2)[NH:7][C:6]1=[O:15]. The yield is 0.720. (3) The product is [F:32][C:20]1[C:21]([NH:25][S:26]([CH2:29][CH2:30][CH3:31])(=[O:27])=[O:28])=[CH:22][CH:23]=[CH:24][C:19]=1[NH:18][C:16]([C:13]1[C:9]2[N:10]=[CH:11][N:12]=[C:7]([NH2:6])[C:8]=2[S:15][CH:14]=1)=[O:17]. The reactants are COC1C=C(OC)C=CC=1C[NH:6][C:7]1[C:8]2[S:15][CH:14]=[C:13]([C:16]([NH:18][C:19]3[CH:24]=[CH:23][CH:22]=[C:21]([NH:25][S:26]([CH2:29][CH2:30][CH3:31])(=[O:28])=[O:27])[C:20]=3[F:32])=[O:17])[C:9]=2[N:10]=[CH:11][N:12]=1. The catalyst is C(O)(C(F)(F)F)=O. The yield is 0.230. (4) The reactants are [O:1]=[C:2]1[CH:7]([N:8]2[C:16](=[O:17])[C:15]3[C:10](=[CH:11][CH:12]=[CH:13][C:14]=3[O:18][CH2:19][C:20](=[O:43])[NH:21][CH2:22][CH2:23][CH2:24][O:25][CH2:26][CH2:27][O:28][CH2:29][CH2:30][O:31][CH2:32][CH2:33][CH2:34][NH:35]C(=O)OC(C)(C)C)[C:9]2=[O:44])[CH2:6][CH2:5][C:4](=[O:45])[NH:3]1.[C:46]([OH:52])([C:48]([F:51])([F:50])[F:49])=[O:47]. The catalyst is CO. The product is [F:49][C:48]([F:51])([F:50])[C:46]([OH:52])=[O:47].[NH2:35][CH2:34][CH2:33][CH2:32][O:31][CH2:30][CH2:29][O:28][CH2:27][CH2:26][O:25][CH2:24][CH2:23][CH2:22][NH:21][C:20](=[O:43])[CH2:19][O:18][C:14]1[CH:13]=[CH:12][CH:11]=[C:10]2[C:15]=1[C:16](=[O:17])[N:8]([CH:7]1[CH2:6][CH2:5][C:4](=[O:45])[NH:3][C:2]1=[O:1])[C:9]2=[O:44]. The yield is 0.710. (5) The reactants are C([O:5][C:6](=[O:29])[CH2:7][O:8][CH2:9][CH2:10][O:11][C:12]1[CH:17]=[CH:16][C:15]([C:18]2[CH:28]=[CH:27][C:21]([C:22]([O:24][CH2:25][CH3:26])=[O:23])=[CH:20][CH:19]=2)=[CH:14][CH:13]=1)(C)(C)C.FC(F)(F)C(O)=O. The catalyst is C(Cl)Cl. The product is [CH2:25]([O:24][C:22]([C:21]1[CH:20]=[CH:19][C:18]([C:15]2[CH:16]=[CH:17][C:12]([O:11][CH2:10][CH2:9][O:8][CH2:7][C:6]([OH:29])=[O:5])=[CH:13][CH:14]=2)=[CH:28][CH:27]=1)=[O:23])[CH3:26]. The yield is 1.00.